From a dataset of NCI-60 drug combinations with 297,098 pairs across 59 cell lines. Regression. Given two drug SMILES strings and cell line genomic features, predict the synergy score measuring deviation from expected non-interaction effect. Drug 1: C1C(C(OC1N2C=NC3=C(N=C(N=C32)Cl)N)CO)O. Drug 2: CC1C(C(CC(O1)OC2CC(CC3=C2C(=C4C(=C3O)C(=O)C5=C(C4=O)C(=CC=C5)OC)O)(C(=O)CO)O)N)O.Cl. Cell line: NCI-H226. Synergy scores: CSS=25.9, Synergy_ZIP=-0.571, Synergy_Bliss=1.36, Synergy_Loewe=-14.1, Synergy_HSA=1.39.